Dataset: Catalyst prediction with 721,799 reactions and 888 catalyst types from USPTO. Task: Predict which catalyst facilitates the given reaction. (1) Reactant: CC(OC([NH:8][C:9]1([C:17]([O:19]C)=[O:18])[CH2:14][CH2:13][S:12](=[O:16])(=[O:15])[CH2:11][CH2:10]1)=O)(C)C.[C:21]([OH:27])([C:23]([F:26])([F:25])[F:24])=[O:22]. Product: [F:24][C:23]([F:26])([F:25])[C:21]([OH:27])=[O:22].[NH2:8][C:9]1([C:17]([OH:19])=[O:18])[CH2:14][CH2:13][S:12](=[O:15])(=[O:16])[CH2:11][CH2:10]1. The catalyst class is: 2. (2) Reactant: [O:1]([CH2:9][CH2:10][C:11]1[CH:16]=[CH:15][N:14]=[C:13]([C:17]#[N:18])[CH:12]=1)[Si](C(C)(C)C)(C)C.CCCC[N+](CCCC)(CCCC)CCCC.[F-].C1COCC1. Product: [OH:1][CH2:9][CH2:10][C:11]1[CH:16]=[CH:15][N:14]=[C:13]([C:17]#[N:18])[CH:12]=1. The catalyst class is: 1.